This data is from Reaction yield outcomes from USPTO patents with 853,638 reactions. The task is: Predict the reaction yield, written as a fraction of the theoretical maximum amount of product (1.0 means a 100% yield; for example, 0.34 means a 34% yield). The reactants are [Cl:1][C:2]1[CH:3]=[C:4]([CH2:9][CH2:10][C:11]([CH:13]2[CH2:17][CH2:16][CH2:15][CH2:14]2)=[O:12])[CH:5]=[CH:6][C:7]=1[OH:8].BrC1C=[CH:23][C:22]([OH:25])=C(F)C=1.BrC(CC)[C:29]([O-])=[O:30]. No catalyst specified. The product is [CH3:29][O:30][C:22](=[O:25])[CH2:23][O:8][C:7]1[CH:6]=[CH:5][C:4]([CH2:9][CH2:10][C:11]([CH:13]2[CH2:17][CH2:16][CH2:15][CH2:14]2)=[O:12])=[CH:3][C:2]=1[Cl:1]. The yield is 0.780.